Dataset: Full USPTO retrosynthesis dataset with 1.9M reactions from patents (1976-2016). Task: Predict the reactants needed to synthesize the given product. (1) Given the product [CH2:6]([N:13]1[CH2:18][CH2:17][CH:16]([O:19][Si:25]([C:28]([CH3:31])([CH3:30])[CH3:29])([CH3:27])[CH3:26])[CH2:15][CH2:14]1)[C:7]1[CH:8]=[CH:9][CH:10]=[CH:11][CH:12]=1, predict the reactants needed to synthesize it. The reactants are: CN(C)C=O.[CH2:6]([N:13]1[CH2:18][CH2:17][CH:16]([OH:19])[CH2:15][CH2:14]1)[C:7]1[CH:12]=[CH:11][CH:10]=[CH:9][CH:8]=1.N1C=CN=C1.[Si:25](Cl)([C:28]([CH3:31])([CH3:30])[CH3:29])([CH3:27])[CH3:26]. (2) Given the product [C:1]([C:5]1[C:6]([O:28][CH3:29])=[C:7]([C:19]([C:21]2[CH:26]=[CH:25][N:24]=[C:23]([Cl:27])[CH:22]=2)=[O:20])[CH:8]=[C:9]([C:11]2[C:12]([O:17][CH3:18])=[N:13][CH:14]=[CH:15][CH:16]=2)[CH:10]=1)([CH3:4])([CH3:2])[CH3:3], predict the reactants needed to synthesize it. The reactants are: [C:1]([C:5]1[C:6]([O:28][CH3:29])=[C:7]([CH:19]([C:21]2[CH:26]=[CH:25][N:24]=[C:23]([Cl:27])[CH:22]=2)[OH:20])[CH:8]=[C:9]([C:11]2[C:12]([O:17][CH3:18])=[N:13][CH:14]=[CH:15][CH:16]=2)[CH:10]=1)([CH3:4])([CH3:3])[CH3:2]. (3) Given the product [Cl:1][C:2]1[CH:3]=[C:4]([C:9]2([C:22]([F:23])([F:25])[F:24])[O:13][N:12]=[C:11]([C:14]3[CH:15]=[CH:16][C:17]([CH3:21])=[C:18]([NH:19][C:34](=[O:35])[C:33]4[CH:32]=[CH:31][C:30]([S:27]([CH3:26])(=[O:29])=[O:28])=[CH:38][CH:37]=4)[CH:20]=3)[CH2:10]2)[CH:5]=[C:6]([Cl:8])[CH:7]=1, predict the reactants needed to synthesize it. The reactants are: [Cl:1][C:2]1[CH:3]=[C:4]([C:9]2([C:22]([F:25])([F:24])[F:23])[O:13][N:12]=[C:11]([C:14]3[CH:15]=[CH:16][C:17]([CH3:21])=[C:18]([CH:20]=3)[NH2:19])[CH2:10]2)[CH:5]=[C:6]([Cl:8])[CH:7]=1.[CH3:26][S:27]([C:30]1[CH:38]=[CH:37][C:33]([C:34](O)=[O:35])=[CH:32][CH:31]=1)(=[O:29])=[O:28].Cl.C(N(CC)CCCN=C=NCC)C.C(=O)([O-])O.[Na+]. (4) Given the product [CH3:1][O:2][C:3](=[O:12])[C:4]1[CH:9]=[C:8]([CH3:10])[CH:7]=[CH:6][C:5]=1[O:11][CH2:14][C:15]1[CH:20]=[CH:19][C:18]([O:21][CH3:22])=[CH:17][CH:16]=1, predict the reactants needed to synthesize it. The reactants are: [CH3:1][O:2][C:3](=[O:12])[C:4]1[CH:9]=[C:8]([CH3:10])[CH:7]=[CH:6][C:5]=1[OH:11].Cl[CH2:14][C:15]1[CH:20]=[CH:19][C:18]([O:21][CH3:22])=[CH:17][CH:16]=1.C([O-])([O-])=O.[K+].[K+]. (5) Given the product [ClH:23].[ClH:23].[O:1]1[C:5]2[CH:6]=[CH:7][CH:8]=[CH:9][C:4]=2[CH:3]=[C:2]1[NH:10][C:11]1[CH:16]=[CH:15][C:14]([C:17]2[CH:18]=[N:19][N:20]([CH3:22])[CH:21]=2)=[CH:13][N:12]=1, predict the reactants needed to synthesize it. The reactants are: [O:1]1[C:5]2[CH:6]=[CH:7][CH:8]=[CH:9][C:4]=2[CH:3]=[C:2]1[NH:10][C:11]1[CH:16]=[CH:15][C:14]([C:17]2[CH:18]=[N:19][N:20]([CH3:22])[CH:21]=2)=[CH:13][N:12]=1.[ClH:23].